This data is from Catalyst prediction with 721,799 reactions and 888 catalyst types from USPTO. The task is: Predict which catalyst facilitates the given reaction. (1) Reactant: [OH:1][CH2:2][C:3]1[CH:8]=[CH:7][C:6]([CH:9]([CH2:11][CH2:12][CH2:13][CH2:14][CH2:15][CH2:16][CH2:17][CH3:18])[CH3:10])=[CH:5][CH:4]=1.[H-].[Na+].Br[CH2:22][CH2:23][O:24][Si:25]([C:28]([CH3:31])([CH3:30])[CH3:29])([CH3:27])[CH3:26]. Product: [C:28]([Si:25]([O:24][CH2:23][CH2:22][O:1][CH2:2][C:3]1[CH:8]=[CH:7][C:6]([CH:9]([CH2:11][CH2:12][CH2:13][CH2:14][CH2:15][CH2:16][CH2:17][CH3:18])[CH3:10])=[CH:5][CH:4]=1)([CH3:27])[CH3:26])([CH3:31])([CH3:30])[CH3:29]. The catalyst class is: 3. (2) Reactant: [NH2:1][C:2]1[S:3][C:4]2[C:9]([N:10]=1)=[CH:8][CH:7]=[C:6]([N:11]([CH3:26])[C:12]1[CH:13]=[CH:14][C:15]([F:25])=[C:16]([NH:18][C:19](=[O:24])[C:20]([F:23])([F:22])[F:21])[CH:17]=1)[N:5]=2.[CH:27]1([C:30](Cl)=[O:31])[CH2:29][CH2:28]1. Product: [F:25][C:15]1[CH:14]=[CH:13][C:12]([N:11]([CH3:26])[C:6]2[N:5]=[C:4]3[S:3][C:2]([NH:1][C:30]([CH:27]4[CH2:29][CH2:28]4)=[O:31])=[N:10][C:9]3=[CH:8][CH:7]=2)=[CH:17][C:16]=1[NH:18][C:19](=[O:24])[C:20]([F:22])([F:21])[F:23]. The catalyst class is: 17.